Dataset: Forward reaction prediction with 1.9M reactions from USPTO patents (1976-2016). Task: Predict the product of the given reaction. (1) Given the reactants [NH2:1][C:2]1[C:6]([C:7]2[CH:34]=[C:33]([Cl:35])[CH:32]=[CH:31][C:8]=2[O:9][C:10]2[C:15]([Cl:16])=[CH:14][C:13]([S:17]([N:20](COC)[C:21]3[CH:26]=[CH:25][N:24]=[CH:23][N:22]=3)(=[O:19])=[O:18])=[C:12]([F:30])[CH:11]=2)=[CH:5][N:4](C2CCCCO2)[N:3]=1.CO.O, predict the reaction product. The product is: [NH2:1][C:2]1[C:6]([C:7]2[CH:34]=[C:33]([Cl:35])[CH:32]=[CH:31][C:8]=2[O:9][C:10]2[C:15]([Cl:16])=[CH:14][C:13]([S:17]([NH:20][C:21]3[CH:26]=[CH:25][N:24]=[CH:23][N:22]=3)(=[O:19])=[O:18])=[C:12]([F:30])[CH:11]=2)=[CH:5][NH:4][N:3]=1. (2) Given the reactants [NH2:1][C:2]1[C:10]2[C:9]([C:11]3[CH:16]=[CH:15][CH:14]=[C:13]([O:17]C)[C:12]=3[F:19])=[N:8][C:7](S(C)=O)=[N:6][C:5]=2[S:4][C:3]=1[C:23]([NH2:25])=[O:24].[NH2:26][C@@H:27]([CH2:30][CH3:31])[CH2:28][OH:29].O, predict the reaction product. The product is: [NH2:1][C:2]1[C:10]2[C:9]([C:11]3[CH:16]=[CH:15][CH:14]=[C:13]([OH:17])[C:12]=3[F:19])=[N:8][C:7]([NH:26][C@@H:27]([CH2:30][CH3:31])[CH2:28][OH:29])=[N:6][C:5]=2[S:4][C:3]=1[C:23]([NH2:25])=[O:24].